This data is from Full USPTO retrosynthesis dataset with 1.9M reactions from patents (1976-2016). The task is: Predict the reactants needed to synthesize the given product. (1) Given the product [C:1]([O:5][C:6]([N:8]1[CH2:9][CH:10]=[C:11]([C:14]2[C:22]3[C:17](=[CH:18][N:19]=[C:20]([C:23]4[C:28]([CH2:29][CH3:30])=[CH:27][CH:26]=[CH:25][C:24]=4[CH2:31][CH3:32])[CH:21]=3)[N:16]([CH:36]([CH2:40][CH2:41][CH3:42])[CH2:37][CH2:38][CH3:39])[CH:15]=2)[CH2:12][CH2:13]1)=[O:7])([CH3:4])([CH3:3])[CH3:2], predict the reactants needed to synthesize it. The reactants are: [C:1]([O:5][C:6]([N:8]1[CH2:13][CH:12]=[C:11]([C:14]2[C:22]3[C:17](=[CH:18][N:19]=[C:20]([C:23]4[C:28]([CH2:29][CH3:30])=[CH:27][CH:26]=[CH:25][C:24]=4[CH2:31][CH3:32])[CH:21]=3)[NH:16][CH:15]=2)[CH2:10][CH2:9]1)=[O:7])([CH3:4])([CH3:3])[CH3:2].[H-].[Na+].Br[CH:36]([CH2:40][CH2:41][CH3:42])[CH2:37][CH2:38][CH3:39].O. (2) Given the product [Cl:1][CH2:2][CH2:3][CH2:4][O:5][C:6]1[CH:11]=[CH:10][C:9]([C:12]2[S:14][C:16]3[CH2:17][NH:18][CH2:19][CH2:20][C:21]=3[N:13]=2)=[CH:8][CH:7]=1, predict the reactants needed to synthesize it. The reactants are: [Cl:1][CH2:2][CH2:3][CH2:4][O:5][C:6]1[CH:11]=[CH:10][C:9]([C:12](=[S:14])[NH2:13])=[CH:8][CH:7]=1.Br[CH:16]1[C:21](=O)[CH2:20][CH2:19][N:18](C(OC(C)(C)C)=O)[CH2:17]1. (3) Given the product [CH2:1]([O:3][C:4]([C:6]1[S:10][C:9]([C:34]2[CH:35]=[CH:36][C:37]([F:38])=[C:32]([Cl:31])[CH:33]=2)=[N:8][C:7]=1[CH2:12][N:13]([CH2:20][C:21]1[CH:26]=[CH:25][C:24]([O:27][CH3:28])=[CH:23][C:22]=1[O:29][CH3:30])[CH2:14][C:15]([O:17][CH2:18][CH3:19])=[O:16])=[O:5])[CH3:2], predict the reactants needed to synthesize it. The reactants are: [CH2:1]([O:3][C:4]([C:6]1[S:10][C:9](Br)=[N:8][C:7]=1[CH2:12][N:13]([CH2:20][C:21]1[CH:26]=[CH:25][C:24]([O:27][CH3:28])=[CH:23][C:22]=1[O:29][CH3:30])[CH2:14][C:15]([O:17][CH2:18][CH3:19])=[O:16])=[O:5])[CH3:2].[Cl:31][C:32]1[CH:33]=[C:34](B(O)O)[CH:35]=[CH:36][C:37]=1[F:38].C(=O)([O-])[O-].[Cs+].[Cs+]. (4) Given the product [CH:18]([O:22][C:23]1[C:28]([CH:29]=[CH:30][C:31]([NH:2][CH2:3][C:4]2[CH:9]=[C:8]([F:10])[C:7]([NH:11][S:12]([CH3:15])(=[O:14])=[O:13])=[C:6]([C:16]#[CH:17])[CH:5]=2)=[O:32])=[CH:27][CH:26]=[C:25]([C:34]([F:37])([F:35])[F:36])[N:24]=1)([CH2:20][CH3:21])[CH3:19], predict the reactants needed to synthesize it. The reactants are: Cl.[NH2:2][CH2:3][C:4]1[CH:9]=[C:8]([F:10])[C:7]([NH:11][S:12]([CH3:15])(=[O:14])=[O:13])=[C:6]([CH:16]=[CH2:17])[CH:5]=1.[CH:18]([O:22][C:23]1[C:28]([CH:29]=[CH:30][C:31](O)=[O:32])=[CH:27][CH:26]=[C:25]([C:34]([F:37])([F:36])[F:35])[N:24]=1)([CH2:20][CH3:21])[CH3:19]. (5) Given the product [C:13]([C:12]1[CH2:11][CH2:10][N:4]2[C:5]([CH3:9])=[C:6]([CH3:8])[N:7]=[C:3]2[C:1]=1[NH2:2])(=[O:15])[CH3:14], predict the reactants needed to synthesize it. The reactants are: [C:1]([C:3]1[N:4]([CH2:10][CH2:11][CH2:12][C:13](=[O:15])[CH3:14])[C:5]([CH3:9])=[C:6]([CH3:8])[N:7]=1)#[N:2].CC(C)([O-])C.[K+]. (6) Given the product [CH2:13]([S:15]([C:18]1[CH:19]=[C:20]([C:24]2[C:29]3[C:30]4[CH:36]=[C:35]([CH3:37])[CH:34]=[N:33][C:31]=4[NH:32][C:28]=3[C:27]([O:38][CH2:39][C@H:40]([OH:8])[CH3:41])=[N:26][CH:25]=2)[CH:21]=[CH:22][CH:23]=1)(=[O:16])=[O:17])[CH3:14], predict the reactants needed to synthesize it. The reactants are: C([O:8][C@@H](C)CO)C1C=CC=CC=1.[CH2:13]([S:15]([C:18]1[CH:19]=[C:20]([C:24]2[C:29]3[C:30]4[CH:36]=[C:35]([CH3:37])[CH:34]=[N:33][C:31]=4[NH:32][C:28]=3[C:27]([O:38][CH2:39][CH2:40][CH2:41]N(C)C)=[N:26][CH:25]=2)[CH:21]=[CH:22][CH:23]=1)(=[O:17])=[O:16])[CH3:14]. (7) Given the product [CH2:1]([O:3][C:4]([C:6]1[CH:7]=[N:8][C:9]2[C:14]([C:15]=1[NH:25][CH:19]1[CH2:24][CH2:23][CH2:22][CH2:21][CH2:20]1)=[CH:13][CH:12]=[CH:11][C:10]=2[O:17][CH3:18])=[O:5])[CH3:2], predict the reactants needed to synthesize it. The reactants are: [CH2:1]([O:3][C:4]([C:6]1[CH:7]=[N:8][C:9]2[C:14]([C:15]=1Cl)=[CH:13][CH:12]=[CH:11][C:10]=2[O:17][CH3:18])=[O:5])[CH3:2].[CH:19]1([NH2:25])[CH2:24][CH2:23][CH2:22][CH2:21][CH2:20]1. (8) Given the product [CH3:72][N:73]1[CH2:78][CH2:77][N:76]([C:2]2[C:3]([CH2:8][O:9][C:10]3[CH:19]=[CH:18][C:13]([C:14]([O:16][CH3:17])=[O:15])=[CH:12][CH:11]=3)=[N:4][CH:5]=[CH:6][CH:7]=2)[CH2:75][CH2:74]1, predict the reactants needed to synthesize it. The reactants are: Br[C:2]1[C:3]([CH2:8][O:9][C:10]2[CH:19]=[CH:18][C:13]([C:14]([O:16][CH3:17])=[O:15])=[CH:12][CH:11]=2)=[N:4][CH:5]=[CH:6][CH:7]=1.C1C=CC(P(C2C(C3C(P(C4C=CC=CC=4)C4C=CC=CC=4)=CC=C4C=3C=CC=C4)=C3C(C=CC=C3)=CC=2)C2C=CC=CC=2)=CC=1.C([O-])([O-])=O.[Cs+].[Cs+].[CH3:72][N:73]1[CH2:78][CH2:77][NH:76][CH2:75][CH2:74]1.C([O-])(O)=O.[Na+]. (9) Given the product [Cl:1][C:2]1[CH:7]=[CH:6][CH:5]=[C:20]2[C:19]([O:22][C:4](=[O:26])[C:3]=12)=[O:21], predict the reactants needed to synthesize it. The reactants are: [Cl:1][C:2]1[CH:7]=[CH:6][CH:5]=[C:4](C)[C:3]=1C.ClC1C=C(C)C(C)=CC=1.[C:19]([O-:22])(=[O:21])[CH3:20].[Na+].[Br-].[Na+].[OH2:26].